Dataset: Reaction yield outcomes from USPTO patents with 853,638 reactions. Task: Predict the reaction yield, written as a fraction of the theoretical maximum amount of product (1.0 means a 100% yield; for example, 0.34 means a 34% yield). (1) The reactants are Cl[CH2:2][C@H:3]([OH:20])[C@@H:4]([NH:12][C:13](=[O:19])[O:14][C:15]([CH3:18])([CH3:17])[CH3:16])[CH2:5][CH:6]1[CH2:11][CH2:10][CH2:9][CH2:8][CH2:7]1.CCO. The catalyst is [OH-].[Na+].O. The product is [CH:6]1([CH2:5][C@H:4]([NH:12][C:13](=[O:19])[O:14][C:15]([CH3:18])([CH3:17])[CH3:16])[C@@H:3]2[CH2:2][O:20]2)[CH2:11][CH2:10][CH2:9][CH2:8][CH2:7]1. The yield is 0.950. (2) The reactants are [N:1]1[CH:6]=[CH:5][C:4]([CH2:7][CH2:8][CH2:9]O)=[CH:3][CH:2]=1.C1(P(C2C=CC=CC=2)C2C=CC=CC=2)C=CC=CC=1.[Cl:30]N1C(=O)CCC1=O. The catalyst is ClCCl. The product is [Cl:30][CH2:9][CH2:8][CH2:7][C:4]1[CH:5]=[CH:6][N:1]=[CH:2][CH:3]=1. The yield is 0.788. (3) The reactants are CC1(C)CC([C:6]([OH:8])=O)C1.C1C=CC(P([N:24]=[N+]=[N-])(C2C=CC=CC=2)=O)=CC=1.[Cl:27][C:28]1[CH:29]=[C:30]([C:35]2[C:43]([C:44]([NH2:46])=[O:45])=[C:38]3[CH2:39][NH:40][CH2:41][CH2:42][N:37]3[N:36]=2)[CH:31]=[CH:32][C:33]=1[F:34].[C:47]1([CH3:53])[CH:52]=[CH:51][CH:50]=C[CH:48]=1. The catalyst is CN(C=O)C. The product is [Cl:27][C:28]1[CH:29]=[C:30]([C:35]2[C:43]([C:44]([NH2:46])=[O:45])=[C:38]3[CH2:39][N:40]([C:6]([NH:24][CH:51]4[CH2:52][C:47]([CH3:48])([CH3:53])[CH2:50]4)=[O:8])[CH2:41][CH2:42][N:37]3[N:36]=2)[CH:31]=[CH:32][C:33]=1[F:34]. The yield is 0.460.